From a dataset of Full USPTO retrosynthesis dataset with 1.9M reactions from patents (1976-2016). Predict the reactants needed to synthesize the given product. Given the product [OH:21][C:22]1[CH:30]=[C:29]([OH:31])[CH:28]=[CH:27][C:23]=1[C:24]([NH:13][CH2:12][C:9]1[NH:10][CH:11]=[C:7]([C:4]2[CH:5]=[CH:6][N:1]=[CH:2][CH:3]=2)[N:8]=1)=[O:26], predict the reactants needed to synthesize it. The reactants are: [N:1]1[CH:6]=[CH:5][C:4]([C:7]2[N:8]=[C:9]([CH2:12][NH:13]C(C3SC=CC=3)=O)[NH:10][CH:11]=2)=[CH:3][CH:2]=1.[OH:21][C:22]1[CH:30]=[C:29]([OH:31])[CH:28]=[CH:27][C:23]=1[C:24]([OH:26])=O.S1C=CC=C1C(O)=O.